Dataset: Reaction yield outcomes from USPTO patents with 853,638 reactions. Task: Predict the reaction yield, written as a fraction of the theoretical maximum amount of product (1.0 means a 100% yield; for example, 0.34 means a 34% yield). (1) The reactants are [Cl:1][C:2]1[CH:3]=[CH:4][C:5]([F:12])=[C:6]([CH:11]=1)[C:7]([NH:9][NH2:10])=[O:8].[Cl:13][CH2:14][C:15](OC)(OC)OC. No catalyst specified. The product is [Cl:1][C:2]1[CH:3]=[CH:4][C:5]([F:12])=[C:6]([C:7]2[O:8][C:15]([CH2:14][Cl:13])=[N:10][N:9]=2)[CH:11]=1. The yield is 0.730. (2) The reactants are [O:1]1[C:5]2[C:6]([CH2:10][CH2:11][CH:12]3[CH2:17][CH2:16][N:15]([CH2:18][C:19]4[C:20]([O:25]C)=[N:21][CH:22]=[CH:23][N:24]=4)[CH2:14][CH2:13]3)=[CH:7][CH:8]=[CH:9][C:4]=2[CH:3]=[CH:2]1.[I-].[Na+].Cl[Si](C)(C)C.C(=O)([O-])[O-].[Na+].[Na+]. The catalyst is C(#N)C.C(OCC)(=O)C. The product is [O:1]1[C:5]2[C:6]([CH2:10][CH2:11][CH:12]3[CH2:17][CH2:16][N:15]([CH2:18][C:19]4[C:20](=[O:25])[NH:21][CH:22]=[CH:23][N:24]=4)[CH2:14][CH2:13]3)=[CH:7][CH:8]=[CH:9][C:4]=2[CH:3]=[CH:2]1. The yield is 0.340.